Dataset: Reaction yield outcomes from USPTO patents with 853,638 reactions. Task: Predict the reaction yield, written as a fraction of the theoretical maximum amount of product (1.0 means a 100% yield; for example, 0.34 means a 34% yield). (1) The reactants are [CH3:1][C:2]([CH3:12])=[CH:3][C:4]1[CH:5]=[C:6]([CH:9]=[CH:10][CH:11]=1)[C:7]#[N:8].[H-].[Al+3].[Li+].[H-].[H-].[H-].O.[OH-].[Na+]. The catalyst is O1CCCC1. The product is [CH3:1][C:2]([CH3:12])=[CH:3][C:4]1[CH:5]=[C:6]([CH:9]=[CH:10][CH:11]=1)[CH2:7][NH2:8]. The yield is 0.887. (2) The reactants are [N+:1]([O-:4])(O)=[O:2].[S:5]1(=[O:15])(=[O:14])[C:9]2[CH:10]=[CH:11][CH:12]=[CH:13][C:8]=2[CH:7]=[CH:6]1. The catalyst is S(=O)(=O)(O)O. The product is [N+:1]([C:11]1[CH:12]=[CH:13][C:8]2[CH:7]=[CH:6][S:5](=[O:15])(=[O:14])[C:9]=2[CH:10]=1)([O-:4])=[O:2]. The yield is 0.840. (3) The reactants are Cl.[CH2:2]([O:9][C:10]([NH:12][C:13]1[CH:33]=[CH:32][C:16]([O:17][C:18]2[CH:23]=[CH:22][N:21]=[C:20]([NH:24]C(=O)OC(C)(C)C)[CH:19]=2)=[CH:15][C:14]=1[F:34])=[O:11])[C:3]1[CH:8]=[CH:7][CH:6]=[CH:5][CH:4]=1. The catalyst is C(OCC)(=O)C. The product is [NH2:24][C:20]1[CH:19]=[C:18]([O:17][C:16]2[CH:32]=[CH:33][C:13]([NH:12][C:10](=[O:11])[O:9][CH2:2][C:3]3[CH:8]=[CH:7][CH:6]=[CH:5][CH:4]=3)=[C:14]([F:34])[CH:15]=2)[CH:23]=[CH:22][N:21]=1. The yield is 0.959. (4) The reactants are [C:1]([O:5][C:6]([N:8]1[CH2:26][CH2:25][C:11]2([CH2:14][N:13]([C@H:15]3[C:23]4[C:18](=[CH:19][C:20](Br)=[CH:21][CH:22]=4)[CH2:17][CH2:16]3)[CH2:12]2)[CH2:10][CH2:9]1)=[O:7])([CH3:4])([CH3:3])[CH3:2].C([O-])(=O)C.[K+].Cl[C:33]1[N:38]=[CH:37][C:36]([CH2:39][CH3:40])=[CH:35][N:34]=1.C([O-])([O-])=O.[K+].[K+]. The catalyst is C1C=CC(P(C2C=CC=CC=2)[C-]2C=CC=C2)=CC=1.C1C=CC(P(C2C=CC=CC=2)[C-]2C=CC=C2)=CC=1.Cl[Pd]Cl.[Fe+2].O1CCOCC1. The product is [CH2:39]([C:36]1[CH:35]=[N:34][C:33]([C:20]2[CH:19]=[C:18]3[C:23](=[CH:22][CH:21]=2)[C@H:15]([N:13]2[CH2:14][C:11]4([CH2:25][CH2:26][N:8]([C:6]([O:5][C:1]([CH3:4])([CH3:3])[CH3:2])=[O:7])[CH2:9][CH2:10]4)[CH2:12]2)[CH2:16][CH2:17]3)=[N:38][CH:37]=1)[CH3:40]. The yield is 0.920. (5) The reactants are CN(C)C=O.[OH:6][CH2:7][C:8]([CH3:12])([CH3:11])[C:9]#[N:10].[H-].[Na+].Br[CH2:16][C:17]1[CH:22]=[CH:21][C:20]([F:23])=[CH:19][CH:18]=1. The catalyst is [I-].C([N+](CCCC)(CCCC)CCCC)CCC.O.O1CCCC1. The product is [F:23][C:20]1[CH:21]=[CH:22][C:17]([CH2:16][O:6][CH2:7][C:8]([CH3:12])([CH3:11])[C:9]#[N:10])=[CH:18][CH:19]=1. The yield is 0.500. (6) The reactants are [Si:1]([O:8][C@@H:9]1[C@@:28]2([CH3:29])[C:13](=[CH:14][CH:15]=[C:16]3[C@@H:27]2[CH2:26][CH2:25][C@@:24]2([CH3:30])[C@H:17]3[CH2:18][CH:19]=[C:20]2[C@H:21]([OH:23])[CH3:22])[CH2:12][C@@H:11]([O:31][Si:32]([C:35]([CH3:38])([CH3:37])[CH3:36])([CH3:34])[CH3:33])[CH2:10]1)([C:4]([CH3:7])([CH3:6])[CH3:5])([CH3:3])[CH3:2].[H-].[Na+].C1OCCOCCOCCOCCOC1.Br[CH2:57][C:58]([O:60][C:61]([CH3:64])([CH3:63])[CH3:62])=[O:59]. The catalyst is O1CCCC1. The product is [Si:1]([O:8][C@@H:9]1[C@@:28]2([CH3:29])[C:13](=[CH:14][CH:15]=[C:16]3[C@@H:27]2[CH2:26][CH2:25][C@@:24]2([CH3:30])[C@H:17]3[CH2:18][CH:19]=[C:20]2[C@H:21]([O:23][CH2:57][C:58]([O:60][C:61]([CH3:64])([CH3:63])[CH3:62])=[O:59])[CH3:22])[CH2:12][C@@H:11]([O:31][Si:32]([C:35]([CH3:37])([CH3:36])[CH3:38])([CH3:33])[CH3:34])[CH2:10]1)([C:4]([CH3:7])([CH3:6])[CH3:5])([CH3:3])[CH3:2]. The yield is 0.750. (7) The product is [Cl:1][C:2]1[C:3]([Cl:13])=[CH:4][C:5]2[O:10][CH2:9][C:8](=[O:11])[N:7]([CH2:15][C:16]([O:18][CH2:19][CH3:20])=[O:17])[C:6]=2[CH:12]=1. The reactants are [Cl:1][C:2]1[C:3]([Cl:13])=[CH:4][C:5]2[O:10][CH2:9][C:8](=[O:11])[NH:7][C:6]=2[CH:12]=1.Br[CH2:15][C:16]([O:18][CH2:19][CH3:20])=[O:17].FC(F)(F)C(O)=O.Cl. The yield is 0.840. The catalyst is CN(C=O)C.CC#N.O. (8) The reactants are [CH2:1]([O:8][C:9]1[C:14]([N+:15]([O-:17])=[O:16])=[C:13](Cl)[CH:12]=[CH:11][N:10]=1)[C:2]1[CH:7]=[CH:6][CH:5]=[CH:4][CH:3]=1.C([O-])([O-])=O.[Na+].[Na+].[Cl:25][C:26]1[CH:31]=[C:30]([O:32][CH3:33])[CH:29]=[CH:28][C:27]=1B(O)O.CCOC(C)=O. The catalyst is C(O)C.C1(C)C=CC=CC=1.Cl[Pd](Cl)([P](C1C=CC=CC=1)(C1C=CC=CC=1)C1C=CC=CC=1)[P](C1C=CC=CC=1)(C1C=CC=CC=1)C1C=CC=CC=1.O. The product is [CH2:1]([O:8][C:9]1[C:14]([N+:15]([O-:17])=[O:16])=[C:13]([C:27]2[CH:28]=[CH:29][C:30]([O:32][CH3:33])=[CH:31][C:26]=2[Cl:25])[CH:12]=[CH:11][N:10]=1)[C:2]1[CH:7]=[CH:6][CH:5]=[CH:4][CH:3]=1. The yield is 0.360. (9) The reactants are C(OC([O:6][CH:7]1[CH2:19][CH2:18][CH:17]([CH3:20])[CH:16]([O:21][C:22]([N:24]2[CH2:29][CH2:28][N:27]([CH3:30])[CH2:26][CH2:25]2)=[O:23])[CH:15]=[CH:14][CH:13]([CH3:31])[CH:12](/[C:32](/[CH3:59])=[CH:33]/[CH:34]=[CH:35]/[C:36]([O:53]C(OCC)C)([CH3:52])[CH2:37][CH:38]2[O:51][CH:39]2[CH:40]([CH3:50])[CH:41]([O:44]C(OCC)C)[CH2:42][CH3:43])[O:11][C:9](=[O:10])[CH2:8]1)C)C.C1(C)C=CC(S([O-])(=O)=O)=CC=1.[NH+]1C=CC=CC=1. The catalyst is O1CCCC1.CC(C)CO.C(OCC)(=O)C. The product is [OH:6][CH:7]1[CH2:19][CH2:18][CH:17]([CH3:20])[CH:16]([O:21][C:22]([N:24]2[CH2:25][CH2:26][N:27]([CH3:30])[CH2:28][CH2:29]2)=[O:23])[CH:15]=[CH:14][CH:13]([CH3:31])[CH:12](/[C:32](/[CH3:59])=[CH:33]/[CH:34]=[CH:35]/[C:36]([OH:53])([CH3:52])[CH2:37][CH:38]2[O:51][CH:39]2[CH:40]([CH3:50])[CH:41]([OH:44])[CH2:42][CH3:43])[O:11][C:9](=[O:10])[CH2:8]1. The yield is 0.653. (10) The reactants are [C:1]([C:5]1[CH:6]=[C:7]([CH:10]=[C:11]([C:14]([CH3:17])([CH3:16])[CH3:15])[C:12]=1[OH:13])[CH:8]=O)([CH3:4])([CH3:3])[CH3:2].[C:18]([NH2:26])([CH2:21][C:22]([CH3:25])([CH3:24])[CH3:23])([CH3:20])[CH3:19]. The catalyst is C1(C)C=CC=CC=1. The product is [C:1]([C:5]1[CH:6]=[C:7]([CH:8]=[N:26][C:18]([CH3:20])([CH2:21][C:22]([CH3:25])([CH3:24])[CH3:23])[CH3:19])[CH:10]=[C:11]([C:14]([CH3:17])([CH3:16])[CH3:15])[C:12]=1[OH:13])([CH3:4])([CH3:3])[CH3:2]. The yield is 0.945.